This data is from CYP2C9 inhibition data for predicting drug metabolism from PubChem BioAssay. The task is: Regression/Classification. Given a drug SMILES string, predict its absorption, distribution, metabolism, or excretion properties. Task type varies by dataset: regression for continuous measurements (e.g., permeability, clearance, half-life) or binary classification for categorical outcomes (e.g., BBB penetration, CYP inhibition). Dataset: cyp2c9_veith. (1) The drug is CCC(CC)c1nnc(NC(=O)c2ccc3ccccc3n2)s1. The result is 1 (inhibitor). (2) The drug is Cn1cccc1C(=O)N1CCC2(CCN(Cc3ccccc3)CC2)CC1. The result is 0 (non-inhibitor). (3) The molecule is Cc1cccc(C)c1OC[C@H](C)N. The result is 0 (non-inhibitor). (4) The molecule is COc1ccc(-n2c(=O)c(-c3ccc(F)c(F)c3)nc3cncnc32)cc1. The result is 0 (non-inhibitor). (5) The molecule is CN1[C@H](CC(=O)c2ccccc2)CCC[C@H]1C[C@H](O)c1ccccc1. The result is 0 (non-inhibitor).